This data is from Forward reaction prediction with 1.9M reactions from USPTO patents (1976-2016). The task is: Predict the product of the given reaction. (1) Given the reactants [CH2:1]([C@@H:8]1[NH:13][CH2:12][CH2:11][N:10]([C:14]2[CH:19]=[CH:18][C:17]([O:20][CH3:21])=[C:16]([O:22][CH:23]3[CH2:26][CH2:25][CH2:24]3)[CH:15]=2)[CH2:9]1)[C:2]1[CH:7]=[CH:6][CH:5]=[CH:4][CH:3]=1.C[O:28][C:29](=O)[CH2:30][C:31]1[O:35][CH:34]=[N:33][CH:32]=1, predict the reaction product. The product is: [CH2:1]([C@H:8]1[CH2:9][N:10]([C:14]2[CH:19]=[CH:18][C:17]([O:20][CH3:21])=[C:16]([O:22][CH:23]3[CH2:26][CH2:25][CH2:24]3)[CH:15]=2)[CH2:11][CH2:12][N:13]1[C:29](=[O:28])[CH2:30][C:31]1[O:35][CH:34]=[N:33][CH:32]=1)[C:2]1[CH:3]=[CH:4][CH:5]=[CH:6][CH:7]=1. (2) Given the reactants [NH2:1][C:2]1[N:6]([CH3:7])[C:5](=[O:8])[C:4]([C:19]2[CH:24]=[CH:23][CH:22]=[C:21](Br)[CH:20]=2)([C:9]2[CH:14]=[CH:13][C:12]([O:15][CH:16]([F:18])[F:17])=[CH:11][CH:10]=2)[N:3]=1.[CH3:26][O:27][CH2:28][CH2:29][CH2:30][CH2:31]/[CH:32]=[CH:33]/B(O)O, predict the reaction product. The product is: [NH2:1][C:2]1[N:6]([CH3:7])[C:5](=[O:8])[C:4]([C:9]2[CH:14]=[CH:13][C:12]([O:15][CH:16]([F:18])[F:17])=[CH:11][CH:10]=2)([C:19]2[CH:24]=[CH:23][CH:22]=[C:21](/[CH:33]=[CH:32]/[CH2:31][CH2:30][CH2:29][CH2:28][O:27][CH3:26])[CH:20]=2)[N:3]=1. (3) Given the reactants C([O-])([O-])=O.[Cs+].[Cs+].CS([O:11][CH2:12][C:13]([CH3:18])([CH3:17])[CH2:14][O:15][CH3:16])(=O)=O.[Br:19][C:20]1[C:25]([CH3:26])=[CH:24][C:23](O)=[CH:22][C:21]=1[CH3:28], predict the reaction product. The product is: [Br:19][C:20]1[C:25]([CH3:26])=[CH:24][C:23]([O:11][CH2:12][C:13]([CH3:18])([CH3:17])[CH2:14][O:15][CH3:16])=[CH:22][C:21]=1[CH3:28].